This data is from Full USPTO retrosynthesis dataset with 1.9M reactions from patents (1976-2016). The task is: Predict the reactants needed to synthesize the given product. Given the product [C:1]([C:5]1[CH:9]=[C:8]([C:10]([O:12][CH2:13][CH3:14])=[O:11])[N:7]([C:15]2[CH:20]=[CH:19][CH:18]=[C:17]([CH2:21][P:73]3(=[O:78])[CH2:77][CH2:76][CH2:75][CH2:74]3)[CH:16]=2)[N:6]=1)([CH3:4])([CH3:3])[CH3:2], predict the reactants needed to synthesize it. The reactants are: [C:1]([C:5]1[CH:9]=[C:8]([C:10]([O:12][CH2:13][CH3:14])=[O:11])[N:7]([C:15]2[CH:20]=[CH:19][CH:18]=[C:17]([CH2:21]Cl)[CH:16]=2)[N:6]=1)([CH3:4])([CH3:3])[CH3:2].CC1(C)C2C(=C(P(C3C=CC=CC=3)C3C=CC=CC=3)C=CC=2)OC2C(P(C3C=CC=CC=3)C3C=CC=CC=3)=CC=CC1=2.[O-]P([O-])([O-])=O.[K+].[K+].[K+].[PH:73]1(=[O:78])[CH2:77][CH2:76][CH2:75][CH2:74]1.